From a dataset of Full USPTO retrosynthesis dataset with 1.9M reactions from patents (1976-2016). Predict the reactants needed to synthesize the given product. (1) The reactants are: [CH2:1]1[C:10]2[C:5](=[CH:6][CH:7]=[CH:8][CH:9]=2)[CH2:4][CH2:3][NH:2]1.[Cl:11][C:12](Cl)([O:14]C(=O)OC(Cl)(Cl)Cl)Cl. Given the product [CH2:1]1[C:10]2[C:5](=[CH:6][CH:7]=[CH:8][CH:9]=2)[CH2:4][CH2:3][N:2]1[C:12]([Cl:11])=[O:14], predict the reactants needed to synthesize it. (2) Given the product [ClH:35].[F:29][C:5]1[CH:4]=[C:3]([CH:28]=[CH:27][C:6]=1[O:7][CH2:8][CH2:9][CH2:10][N:11]1[CH2:18][CH:17]2[O:19][CH:13]([CH2:14][NH:15][CH2:16]2)[CH2:12]1)[C:1]#[N:2], predict the reactants needed to synthesize it. The reactants are: [C:1]([C:3]1[CH:28]=[CH:27][C:6]([O:7][CH2:8][CH2:9][CH2:10][N:11]2[CH2:18][CH:17]3[O:19][CH:13]([CH2:14][N:15](C(OC(C)(C)C)=O)[CH2:16]3)[CH2:12]2)=[C:5]([F:29])[CH:4]=1)#[N:2].C(OCC)C.[ClH:35]. (3) Given the product [CH2:1]([O:4][C:5]1([CH3:38])[CH2:10][CH2:9][N:8]([C:11]2[N:16]3[CH:17]=[C:18]([C:20]4[CH:21]=[C:22]([C:43]5[CH:44]=[CH:45][C:40]([F:39])=[CH:41][C:42]=5[O:49][C@H:50]([CH2:52][CH:53]=[CH2:54])[CH3:51])[CH:23]=[CH:24][CH:25]=4)[N:19]=[C:15]3[CH:14]=[C:13]([CH3:27])[C:12]=2[C@H:28]([O:33][C:34]([CH3:37])([CH3:36])[CH3:35])[C:29]([O:31][CH3:32])=[O:30])[CH2:7][CH2:6]1)[CH:2]=[CH2:3], predict the reactants needed to synthesize it. The reactants are: [CH2:1]([O:4][C:5]1([CH3:38])[CH2:10][CH2:9][N:8]([C:11]2[N:16]3[CH:17]=[C:18]([C:20]4[CH:25]=[CH:24][CH:23]=[C:22](Br)[CH:21]=4)[N:19]=[C:15]3[CH:14]=[C:13]([CH3:27])[C:12]=2[C@H:28]([O:33][C:34]([CH3:37])([CH3:36])[CH3:35])[C:29]([O:31][CH3:32])=[O:30])[CH2:7][CH2:6]1)[CH:2]=[CH2:3].[F:39][C:40]1[CH:45]=[CH:44][C:43](B(O)O)=[C:42]([O:49][C@H:50]([CH2:52][CH:53]=[CH2:54])[CH3:51])[CH:41]=1.C([O-])([O-])=O.[Na+].[Na+].